Dataset: Full USPTO retrosynthesis dataset with 1.9M reactions from patents (1976-2016). Task: Predict the reactants needed to synthesize the given product. (1) Given the product [Br:19][C:20]1[CH:21]=[C:22]2[C:27](=[CH:28][CH:29]=1)[CH:26]=[N:25][C:24]([NH:8][C:6]1[CH:5]=[CH:4][N:3]=[C:2]([CH3:1])[CH:7]=1)=[CH:23]2, predict the reactants needed to synthesize it. The reactants are: [CH3:1][C:2]1[CH:7]=[C:6]([NH2:8])[CH:5]=[CH:4][N:3]=1.[Li+].C[Si]([N-][Si](C)(C)C)(C)C.[Br:19][C:20]1[CH:21]=[C:22]2[C:27](=[CH:28][CH:29]=1)[CH:26]=[N:25][C:24](F)=[CH:23]2. (2) Given the product [F:17][C:15]1[CH:14]=[C:4]([CH:3]=[C:2]([F:1])[CH:16]=1)[CH2:5][NH:6][C:7](=[O:13])[CH:8]([CH3:12])[C:9]([NH:23][CH:24]1[C:25](=[O:42])[N:26]([CH3:41])[C:27]2[CH:40]=[CH:39][CH:38]=[CH:37][C:28]=2[C:29]([C:31]2[CH:36]=[CH:35][CH:34]=[CH:33][CH:32]=2)=[N:30]1)=[O:11], predict the reactants needed to synthesize it. The reactants are: [F:1][C:2]1[CH:3]=[C:4]([CH:14]=[C:15]([F:17])[CH:16]=1)[CH2:5][NH:6][C:7](=[O:13])[CH:8]([CH3:12])[C:9]([OH:11])=O.O1CCCC1.[NH2:23][CH:24]1[N:30]=[C:29]([C:31]2[CH:36]=[CH:35][CH:34]=[CH:33][CH:32]=2)[C:28]2[CH:37]=[CH:38][CH:39]=[CH:40][C:27]=2[N:26]([CH3:41])[C:25]1=[O:42].Cl.CN(C)CCCN=C=NCC.C(N(CC)C(C)C)(C)C.